This data is from Experimentally validated miRNA-target interactions with 360,000+ pairs, plus equal number of negative samples. The task is: Binary Classification. Given a miRNA mature sequence and a target amino acid sequence, predict their likelihood of interaction. (1) The miRNA is hsa-miR-203a-3p with sequence GUGAAAUGUUUAGGACCACUAG. The protein sequence of the target gene is MPPASGPSVLARLLPLLGLLLGSASRAPGKSPPEPPSPQEILIKVQVYVSGELVPLARASVDVFGNRTLLAAGTTDSEGVATLPLSYRLGTWVLVTAARPGFLTNSVPWRVDKLPLYASVSLYLLPERPATLILYEDLVHILLGSPGARSQPLVQFQRRAARLPVSSTYSQLWASLTPASTQQEMRAFPAFLGTEASSSGNGSWLELMPLTAVSVHLLTGNGTEVPLSGPIHLSLPVPSETRALTVGTSIPAWRFDPKSGLWVRNGTGVIRKEGRQLYWTFVSPQLGYWVAAMASPTAGL.... Result: 0 (no interaction). (2) The miRNA is hsa-let-7b-5p with sequence UGAGGUAGUAGGUUGUGUGGUU. The protein sequence of the target gene is MWRLPRALCVHAAKTSKLSGPWSRPAAFMSTLLINQPQYAWLKELGLREENEGVYNGSWGGRGEVITTYCPANNEPIARVRQASVADYEETVKKAREAWKIWADIPAPKRGEIVRQIGDALREKIQVLGSLVSLEMGKILVEGVGEVQEYVDICDYAVGLSRMIGGPILPSERSGHALIEQWNPVGLVGIITAFNFPVAVYGWNNAIAMICGNVCLWKGAPTTSLISVAVTKIIAKVLEDNKLPGAICSLTCGGADIGTAMAKDERVNLLSFTGSTQVGKQVGLMVQERFGRSLLELGGN.... Result: 1 (interaction). (3) The miRNA is hsa-miR-5694 with sequence CAGAUCAUGGGACUGUCUCAG. The protein sequence of the target gene is MKSHYIVLALASLTFLLCLPVSQSCNKALCASDVSKCLIQELCQCRPGEGNCPCCKECMLCLGALWDECCDCVGMCNPRNYSDTPPTSKSTVEELHEPIPSLFRALTEGDTQLNWNIVSFPVAEELSHHENLVSFLETVNQLHHQNVSVPSNNVHAPFPSDKERMCTVVYFDDCMSIHQCKISCESMGASKYRWFHNACCECIGPECIDYGSKTVKCMNCMF. Result: 0 (no interaction). (4) The miRNA is hsa-miR-526b-3p with sequence GAAAGUGCUUCCUUUUAGAGGC. The protein sequence of the target gene is MAEAHQAVAFQFTVTPDGIDLRLSHEALRQIYLSGLHSWKKKFIRFKNGIITGVYPASPSSWLIVVVGVMTTMYAKIDPSLGIIAKINRTLETANCMSSQTKNVVSGVLFGTGLWVALIVTMRYSLKVLLSYHGWMFTEHGKMSRATKIWMGMVKIFSGRKPMLYSFQTSLPRLPVPAVKDTVNRYLQSVRPLMKEEDFKRMTALAQDFAVGLGPRLQWYLKLKSWWATNYVSDWWEEYIYLRGRGPLMVNSNYYAMDLLYILPTHIQAARAGNAIHAILLYRRKLDREEIKPIRLLGST.... Result: 1 (interaction). (5) The miRNA is mmu-miR-466f-3p with sequence CAUACACACACACAUACACAC. The protein sequence of the target gene is MIWCLRLTVLSLIISQGADGRRKPEVVSVVGRAGESAVLGCDLLPPAGHPPLHVIEWLRFGFLLPIFIQFGLYSPRIDPDYVGRVRLQTGASLQIEGLRVEDQGWYECRVLFLDQHSPEQDFANGSWVHLTVNSPPQFQETPPLVLEVKELEAVTLRCVARGSPQPYVTWKFRGQDLGKGQGQVQVQNGTLWIRRVERGSAGDYTCQASSSEGSITHATQLLVLGPPVIVVPPSNSTVNSSQDVSLACRAEAYPANLTYSWFQDGVNVFHISRLQSRVRILVDGSLWLQATQPDDAGHYT.... Result: 1 (interaction).